This data is from NCI-60 drug combinations with 297,098 pairs across 59 cell lines. The task is: Regression. Given two drug SMILES strings and cell line genomic features, predict the synergy score measuring deviation from expected non-interaction effect. (1) Drug 2: CCC1(C2=C(COC1=O)C(=O)N3CC4=CC5=C(C=CC(=C5CN(C)C)O)N=C4C3=C2)O.Cl. Synergy scores: CSS=34.2, Synergy_ZIP=-1.03, Synergy_Bliss=-1.21, Synergy_Loewe=-9.19, Synergy_HSA=2.88. Drug 1: C1CN1P(=S)(N2CC2)N3CC3. Cell line: NCI-H522. (2) Drug 1: C1=NC2=C(N1)C(=S)N=C(N2)N. Drug 2: CC1=C(C=C(C=C1)NC(=O)C2=CC=C(C=C2)CN3CCN(CC3)C)NC4=NC=CC(=N4)C5=CN=CC=C5. Cell line: HOP-62. Synergy scores: CSS=43.1, Synergy_ZIP=5.94, Synergy_Bliss=3.05, Synergy_Loewe=2.61, Synergy_HSA=5.41. (3) Drug 1: C1=CC=C(C(=C1)C(C2=CC=C(C=C2)Cl)C(Cl)Cl)Cl. Synergy scores: CSS=7.45, Synergy_ZIP=0.800, Synergy_Bliss=7.81, Synergy_Loewe=3.01, Synergy_HSA=4.10. Cell line: RXF 393. Drug 2: CN1C2=C(C=C(C=C2)N(CCCl)CCCl)N=C1CCCC(=O)O.Cl. (4) Drug 1: CC1=C(C(CCC1)(C)C)C=CC(=CC=CC(=CC(=O)O)C)C. Drug 2: C1CNP(=O)(OC1)N(CCCl)CCCl. Cell line: HCC-2998. Synergy scores: CSS=-0.749, Synergy_ZIP=1.93, Synergy_Bliss=0.156, Synergy_Loewe=1.16, Synergy_HSA=-0.559. (5) Drug 1: CC(C)(C#N)C1=CC(=CC(=C1)CN2C=NC=N2)C(C)(C)C#N. Drug 2: CCC1=C2CN3C(=CC4=C(C3=O)COC(=O)C4(CC)O)C2=NC5=C1C=C(C=C5)O. Cell line: U251. Synergy scores: CSS=43.6, Synergy_ZIP=4.34, Synergy_Bliss=3.72, Synergy_Loewe=-20.3, Synergy_HSA=6.34. (6) Drug 1: CC12CCC(CC1=CCC3C2CCC4(C3CC=C4C5=CN=CC=C5)C)O. Drug 2: CC1=C(C(=CC=C1)Cl)NC(=O)C2=CN=C(S2)NC3=CC(=NC(=N3)C)N4CCN(CC4)CCO. Cell line: OVCAR-8. Synergy scores: CSS=9.46, Synergy_ZIP=-0.766, Synergy_Bliss=6.01, Synergy_Loewe=4.42, Synergy_HSA=5.54. (7) Drug 1: C1CN(P(=O)(OC1)NCCCl)CCCl. Drug 2: C1C(C(OC1N2C=NC3=C2NC=NCC3O)CO)O. Cell line: OVCAR3. Synergy scores: CSS=-2.03, Synergy_ZIP=5.30, Synergy_Bliss=4.26, Synergy_Loewe=0.923, Synergy_HSA=-2.50. (8) Drug 1: CN(C)N=NC1=C(NC=N1)C(=O)N. Drug 2: CC1=C(C=C(C=C1)NC(=O)C2=CC=C(C=C2)CN3CCN(CC3)C)NC4=NC=CC(=N4)C5=CN=CC=C5. Cell line: NCI-H522. Synergy scores: CSS=1.28, Synergy_ZIP=-1.70, Synergy_Bliss=-2.42, Synergy_Loewe=-4.31, Synergy_HSA=-3.57. (9) Drug 1: C1=CC(=CC=C1CCCC(=O)O)N(CCCl)CCCl. Drug 2: CC12CCC3C(C1CCC2OP(=O)(O)O)CCC4=C3C=CC(=C4)OC(=O)N(CCCl)CCCl.[Na+]. Cell line: SF-295. Synergy scores: CSS=37.4, Synergy_ZIP=-2.09, Synergy_Bliss=-5.05, Synergy_Loewe=-13.9, Synergy_HSA=-3.63. (10) Drug 1: C1CC(=O)NC(=O)C1N2CC3=C(C2=O)C=CC=C3N. Drug 2: CN(CCCl)CCCl.Cl. Cell line: SF-539. Synergy scores: CSS=11.6, Synergy_ZIP=-0.436, Synergy_Bliss=2.57, Synergy_Loewe=2.47, Synergy_HSA=2.53.